From a dataset of Full USPTO retrosynthesis dataset with 1.9M reactions from patents (1976-2016). Predict the reactants needed to synthesize the given product. Given the product [S:43]([OH:47])([OH:46])(=[O:45])=[O:44].[NH2:1][C:2]1[N:7]=[CH:6][N:5]=[C:4]2[N:8]([C@H:22]([C:24]3[O:25][C:26]4[C:31]([C:32](=[O:41])[C:33]=3[C:34]3[CH:39]=[CH:38][CH:37]=[C:36]([F:40])[CH:35]=3)=[CH:30][C:29]([F:42])=[CH:28][CH:27]=4)[CH3:23])[N:9]=[C:10]([C:11]3[CH:16]=[CH:15][C:14]([O:17][CH:18]([CH3:19])[CH3:20])=[C:13]([F:21])[CH:12]=3)[C:3]=12, predict the reactants needed to synthesize it. The reactants are: [NH2:1][C:2]1[N:7]=[CH:6][N:5]=[C:4]2[N:8]([C@H:22]([C:24]3[O:25][C:26]4[C:31]([C:32](=[O:41])[C:33]=3[C:34]3[CH:39]=[CH:38][CH:37]=[C:36]([F:40])[CH:35]=3)=[CH:30][C:29]([F:42])=[CH:28][CH:27]=4)[CH3:23])[N:9]=[C:10]([C:11]3[CH:16]=[CH:15][C:14]([O:17][CH:18]([CH3:20])[CH3:19])=[C:13]([F:21])[CH:12]=3)[C:3]=12.[S:43](=[O:47])(=[O:46])([OH:45])[OH:44].